From a dataset of Peptide-MHC class I binding affinity with 185,985 pairs from IEDB/IMGT. Regression. Given a peptide amino acid sequence and an MHC pseudo amino acid sequence, predict their binding affinity value. This is MHC class I binding data. (1) The peptide sequence is LPEAYQWHI. The MHC is HLA-A80:01 with pseudo-sequence HLA-A80:01. The binding affinity (normalized) is 0.0847. (2) The peptide sequence is ERGVRLHPL. The MHC is HLA-B08:01 with pseudo-sequence HLA-B08:01. The binding affinity (normalized) is 0.159.